Dataset: Forward reaction prediction with 1.9M reactions from USPTO patents (1976-2016). Task: Predict the product of the given reaction. (1) The product is: [C:35]([N:32]1[CH2:33][CH2:34][CH:29]([C:26]2[CH:27]=[CH:28][C:23]([C:39]3[CH:40]=[C:41]4[C:45](=[CH:46][C:47]=3[Cl:48])[NH:44][N:43]=[C:42]4[C:49]([OH:51])=[O:50])=[CH:24][CH:25]=2)[CH2:30][CH2:31]1)(=[O:37])[CH3:36]. Given the reactants CC1(C)COB(B2OCC(C)(C)CO2)OC1.C([O-])(=O)C.[K+].Br[C:23]1[CH:28]=[CH:27][C:26]([CH:29]2[CH2:34][CH2:33][N:32]([C:35](=[O:37])[CH3:36])[CH2:31][CH2:30]2)=[CH:25][CH:24]=1.Br[C:39]1[CH:40]=[C:41]2[C:45](=[CH:46][C:47]=1[Cl:48])[NH:44][N:43]=[C:42]2[C:49]([OH:51])=[O:50].C(=O)([O-])[O-].[K+].[K+], predict the reaction product. (2) Given the reactants [C:1]([CH2:3][C:4]1[CH:5]=[C:6]([CH:11]=[CH:12][CH:13]=1)[C:7]([O:9]C)=[O:8])#N.[OH:14]S(O)(=O)=O.[OH2:19], predict the reaction product. The product is: [C:1]([CH2:3][C:4]1[CH:5]=[C:6]([CH:11]=[CH:12][CH:13]=1)[C:7]([OH:9])=[O:8])([OH:14])=[O:19]. (3) Given the reactants [CH3:1][N:2]([CH3:30])[C:3]1([C:24]2[CH:29]=[CH:28][CH:27]=[CH:26][CH:25]=2)[CH2:8][CH2:7][CH:6]([C:9]2[NH:10][C:11]3[C:16]([C:17]=2[CH:18](CC)[C:19](O)=O)=[CH:15][CH:14]=[CH:13][CH:12]=3)[CH2:5][CH2:4]1.[Si]([Cl:35])(C)(C)C.[C:36]([O:39]CC)(=[O:38])[CH3:37], predict the reaction product. The product is: [ClH:35].[CH3:30][N:2]([CH3:1])[C:3]1([C:24]2[CH:25]=[CH:26][CH:27]=[CH:28][CH:29]=2)[CH2:4][CH2:5][CH:6]([C:9]2[NH:10][C:11]3[C:16]([C:17]=2[CH2:18][CH2:19][CH2:37][C:36]([OH:39])=[O:38])=[CH:15][CH:14]=[CH:13][CH:12]=3)[CH2:7][CH2:8]1.